The task is: Predict the reactants needed to synthesize the given product.. This data is from Full USPTO retrosynthesis dataset with 1.9M reactions from patents (1976-2016). Given the product [CH2:1]([O:5][C:6]1[CH:11]=[CH:10][C:9](/[CH:12]=[CH:13]/[C:14]([O:16][CH2:25][CH2:24][CH2:23][CH2:22][CH2:21][CH2:20][Cl:19])=[O:15])=[CH:8][C:7]=1[O:17][CH3:18])[CH2:2][CH2:3][CH3:4], predict the reactants needed to synthesize it. The reactants are: [CH2:1]([O:5][C:6]1[CH:11]=[CH:10][C:9](/[CH:12]=[CH:13]/[C:14]([OH:16])=[O:15])=[CH:8][C:7]=1[O:17][CH3:18])[CH2:2][CH2:3][CH3:4].[Cl:19][CH2:20][CH2:21][CH2:22][CH2:23][CH2:24][CH2:25]O.C1(C)C=CC(S([O-])(=O)=O)=CC=1.CN(C)C1C=C[NH+]=CC=1.C1(N=C=NC2CCCCC2)CCCCC1.